Dataset: Forward reaction prediction with 1.9M reactions from USPTO patents (1976-2016). Task: Predict the product of the given reaction. Given the reactants [NH2:1][C:2]1[CH:7]=[CH:6][N:5]=[C:4]([NH:8][CH2:9][CH2:10][CH2:11][O:12][C:13]2[CH:14]=[CH:15][C:16]3[CH2:22][C@@H:21]([CH2:23][C:24]([O:26]CC)=[O:25])[C:20]4[CH:29]=[CH:30][CH:31]=[CH:32][C:19]=4[CH2:18][C:17]=3[CH:33]=2)[CH:3]=1.O[Li].O.C1COCC1, predict the reaction product. The product is: [NH2:1][C:2]1[CH:7]=[CH:6][N:5]=[C:4]([NH:8][CH2:9][CH2:10][CH2:11][O:12][C:13]2[CH:14]=[CH:15][C:16]3[CH2:22][C@@H:21]([CH2:23][C:24]([OH:26])=[O:25])[C:20]4[CH:29]=[CH:30][CH:31]=[CH:32][C:19]=4[CH2:18][C:17]=3[CH:33]=2)[CH:3]=1.